This data is from Peptide-MHC class I binding affinity with 185,985 pairs from IEDB/IMGT. The task is: Regression. Given a peptide amino acid sequence and an MHC pseudo amino acid sequence, predict their binding affinity value. This is MHC class I binding data. (1) The peptide sequence is TAVPWNASW. The MHC is Mamu-A2201 with pseudo-sequence YYSEYRNIYAETYESNLYLRYDSYTWAARAYEWY. The binding affinity (normalized) is 0. (2) The peptide sequence is RSDEYVAYY. The MHC is HLA-B58:01 with pseudo-sequence HLA-B58:01. The binding affinity (normalized) is 0.770. (3) The peptide sequence is KLQDLTLRC. The MHC is HLA-A23:01 with pseudo-sequence HLA-A23:01. The binding affinity (normalized) is 0.0847.